The task is: Regression/Classification. Given a drug SMILES string, predict its absorption, distribution, metabolism, or excretion properties. Task type varies by dataset: regression for continuous measurements (e.g., permeability, clearance, half-life) or binary classification for categorical outcomes (e.g., BBB penetration, CYP inhibition). Dataset: cyp3a4_veith.. This data is from CYP3A4 inhibition data for predicting drug metabolism from PubChem BioAssay. (1) The result is 0 (non-inhibitor). The compound is CN(C)c1ccc2[nH+]c3c(C(=O)O)cc(=O)c(O)c-3oc2c1. (2) The drug is COc1ccc(-c2nn(-c3ccccc3)cc2/C=N/NC(=O)c2ccc3c(c2)OCO3)cc1. The result is 1 (inhibitor). (3) The result is 0 (non-inhibitor). The compound is O=S(=O)(Nc1cccnc1Cl)c1ccc2c(c1)OCCO2. (4) The compound is O=C(CO)Nc1ccc([As](=O)(O)O)cc1. The result is 0 (non-inhibitor).